From a dataset of Full USPTO retrosynthesis dataset with 1.9M reactions from patents (1976-2016). Predict the reactants needed to synthesize the given product. (1) Given the product [N:1]([CH2:4][C:5]([NH:8][C@@H:9]1[C:15](=[O:16])[N:14]2[C@H:10]1[S:11][C:12]([CH3:22])([CH3:21])[C@@H:13]2[C:17]([O:19][CH3:20])=[O:18])=[O:7])=[N+:2]=[N-:3], predict the reactants needed to synthesize it. The reactants are: [N:1]([CH2:4][C:5]([OH:7])=O)=[N+:2]=[N-:3].[NH2:8][C@@H:9]1[C:15](=[O:16])[N:14]2[C@H:10]1[S:11][C:12]([CH3:22])([CH3:21])[C@@H:13]2[C:17]([O:19][CH3:20])=[O:18].CN(C(ON1N=NC2C=CC=NC1=2)=[N+](C)C)C.F[P-](F)(F)(F)(F)F.C1N=CN(C(N2C=NC=C2)=O)C=1.CN1CCOCC1. (2) Given the product [CH3:1][O:2][C:3]1[CH:15]=[C:14]([O:16][CH3:17])[CH:13]=[CH:12][C:4]=1[CH2:5][N:6]([C:7]1[S:8][CH:9]=[CH:10][N:11]=1)[S:24]([C:27]1[CH:36]=[CH:35][C:30]2[NH:31][C:32](=[O:34])[O:33][C:29]=2[CH:28]=1)(=[O:26])=[O:25], predict the reactants needed to synthesize it. The reactants are: [CH3:1][O:2][C:3]1[CH:15]=[C:14]([O:16][CH3:17])[CH:13]=[CH:12][C:4]=1[CH2:5][NH:6][C:7]1[S:8][CH:9]=[CH:10][N:11]=1.COC1C=C(OC)C=CC=1CN(C1SN=CN=1)[S:24]([C:27]1[CH:36]=[CH:35][C:30]2[NH:31][C:32](=[O:34])[O:33][C:29]=2[CH:28]=1)(=[O:26])=[O:25]. (3) Given the product [Cl:20][CH2:14][C:11]1[CH2:10][CH:9]([C:6]2[CH:7]=[CH:8][C:3]([C:2]([F:17])([F:16])[F:1])=[CH:4][CH:5]=2)[O:13][N:12]=1, predict the reactants needed to synthesize it. The reactants are: [F:1][C:2]([F:17])([F:16])[C:3]1[CH:8]=[CH:7][C:6]([CH:9]2[O:13][N:12]=[C:11]([CH2:14]O)[CH2:10]2)=[CH:5][CH:4]=1.S(Cl)([Cl:20])=O. (4) Given the product [CH2:1]([C@H:8]1[CH2:12][O:11][C:10](=[O:13])[N:9]1[C:14](=[O:40])[C@@H:15]([O:32][C:33]1[CH:38]=[CH:37][C:36]([F:39])=[CH:35][CH:34]=1)[C@H:16]([OH:17])[C:18]1[CH:23]=[CH:22][C:21]([OH:24])=[CH:20][CH:19]=1)[C:2]1[CH:7]=[CH:6][CH:5]=[CH:4][CH:3]=1, predict the reactants needed to synthesize it. The reactants are: [CH2:1]([C@H:8]1[CH2:12][O:11][C:10](=[O:13])[N:9]1[C:14](=[O:40])[C@@H:15]([O:32][C:33]1[CH:38]=[CH:37][C:36]([F:39])=[CH:35][CH:34]=1)[C@@H:16]([C:18]1[CH:23]=[CH:22][C:21]([O:24]CC2C=CC=CC=2)=[CH:20][CH:19]=1)[OH:17])[C:2]1[CH:7]=[CH:6][CH:5]=[CH:4][CH:3]=1. (5) Given the product [CH3:30][O:29][CH:20]([CH2:21][C@@H:22]([CH3:28])[C:23]([O:26][CH3:27])([CH3:25])[CH3:24])[C@H:19]([C@@H:13]1[C@:14]2([CH3:18])[C@H:10]([C@@H:9]([OH:8])[CH2:17][CH2:16][CH2:15]2)[CH2:11][CH2:12]1)[CH3:31], predict the reactants needed to synthesize it. The reactants are: C([Si]([O:8][C@H:9]1[CH2:17][CH2:16][CH2:15][C@@:14]2([CH3:18])[C@H:10]1[CH2:11][CH2:12][C@@H:13]2[C@H:19]([CH3:31])[CH:20]([O:29][CH3:30])[CH2:21][C@@H:22]([CH3:28])[C:23]([O:26][CH3:27])([CH3:25])[CH3:24])(C)C)(C)(C)C. (6) Given the product [C:7](#[N:8])[CH:9]=[CH:18][CH2:19][CH2:20][CH2:21][CH2:22][CH3:23], predict the reactants needed to synthesize it. The reactants are: CC(C)([O-])C.[K+].[C:7]([CH2:9]P(=O)(OCC)OCC)#[N:8].[CH:18](=O)[CH2:19][CH2:20][CH2:21][CH2:22][CH3:23]. (7) Given the product [CH2:1]([N:4]([CH3:20])[C:5]([C:7]1[C:15]([I:16])=[C:14]([NH:17][C:26]([CH2:25][O:24][C:21](=[O:23])[CH3:22])=[O:27])[C:13]([I:18])=[C:9]([C:10]([Cl:12])=[O:11])[C:8]=1[I:19])=[O:6])[CH:2]=[CH2:3], predict the reactants needed to synthesize it. The reactants are: [CH2:1]([N:4]([CH3:20])[C:5]([C:7]1[C:8]([I:19])=[C:9]([C:13]([I:18])=[C:14]([NH2:17])[C:15]=1[I:16])[C:10]([Cl:12])=[O:11])=[O:6])[CH:2]=[CH2:3].[C:21]([O:24][CH2:25][C:26](Cl)=[O:27])(=[O:23])[CH3:22].C(OCC)(=O)C. (8) Given the product [CH3:26][N:27]([CH3:37])[S:28]([N:31]1[CH2:36][CH2:35][N:34]([C:15]([C:12]2[S:11][C:10]([NH:9][C:8]([N:7]([CH:1]3[CH2:2][CH2:3][CH2:4][CH2:5][CH2:6]3)[CH:19]3[CH2:24][CH2:23][CH2:22][CH2:21][CH2:20]3)=[O:18])=[N:14][CH:13]=2)=[O:16])[CH2:33][CH2:32]1)(=[O:29])=[O:30], predict the reactants needed to synthesize it. The reactants are: [CH:1]1([N:7]([CH:19]2[CH2:24][CH2:23][CH2:22][CH2:21][CH2:20]2)[C:8](=[O:18])[NH:9][C:10]2[S:11][C:12]([C:15](O)=[O:16])=[CH:13][N:14]=2)[CH2:6][CH2:5][CH2:4][CH2:3][CH2:2]1.Cl.[CH3:26][N:27]([CH3:37])[S:28]([N:31]1[CH2:36][CH2:35][NH:34][CH2:33][CH2:32]1)(=[O:30])=[O:29].CN(C(ON1N=NC2C=CC=CC1=2)=[N+](C)C)C.F[P-](F)(F)(F)(F)F.CCN(C(C)C)C(C)C. (9) Given the product [C:29]([N:37]1[CH2:42][CH2:41][N:40]([CH2:6][C:7]2[C:8]([CH2:19][OH:20])=[CH:9][CH:10]=[C:11]([NH:13][C:14]3[S:18][N:17]=[CH:16][N:15]=3)[N:12]=2)[CH2:39][CH2:38]1)(=[O:36])[C:30]1[CH:35]=[CH:34][CH:33]=[CH:32][CH:31]=1, predict the reactants needed to synthesize it. The reactants are: CS(O[CH2:6][C:7]1[N:12]=[C:11]([NH:13][C:14]2[S:18][N:17]=[CH:16][N:15]=2)[CH:10]=[CH:9][C:8]=1[CH2:19][O:20][Si](C(C)(C)C)(C)C)(=O)=O.Cl.[C:29]([N:37]1[CH2:42][CH2:41][NH:40][CH2:39][CH2:38]1)(=[O:36])[C:30]1[CH:35]=[CH:34][CH:33]=[CH:32][CH:31]=1. (10) Given the product [CH2:14]([NH:13][C:11]([NH:10][C:8]1[S:9][C:5]2[CH:4]=[C:3]([O:17][CH2:18][CH:19]3[CH2:23][CH2:22][CH2:21][O:20]3)[C:2]([C:45]3[CH:46]=[N:47][C:48]([C:51]([OH:54])([CH3:53])[CH3:52])=[N:49][CH:50]=3)=[CH:16][C:6]=2[N:7]=1)=[O:12])[CH3:15], predict the reactants needed to synthesize it. The reactants are: Br[C:2]1[C:3]([O:17][CH2:18][CH:19]2[CH2:23][CH2:22][CH2:21][O:20]2)=[CH:4][C:5]2[S:9][C:8]([NH:10][C:11]([NH:13][CH2:14][CH3:15])=[O:12])=[N:7][C:6]=2[CH:16]=1.C(NC(NC1SC2C(C3C=CC=CN=3)=CC([C:45]3[CH:46]=[N:47][C:48]([C:51]([OH:54])([CH3:53])[CH3:52])=[N:49][CH:50]=3)=CC=2N=1)=O)C.P([O-])([O-])([O-])=O.[K+].[K+].[K+].